From a dataset of Forward reaction prediction with 1.9M reactions from USPTO patents (1976-2016). Predict the product of the given reaction. (1) The product is: [I:3][C:11]1[C:10]2[C:14](=[CH:15][CH:16]=[C:8]([N+:5]([O-:7])=[O:6])[CH:9]=2)[NH:13][N:12]=1. Given the reactants [OH-].[K+].[I:3]I.[N+:5]([C:8]1[CH:9]=[C:10]2[C:14](=[CH:15][CH:16]=1)[NH:13][N:12]=[CH:11]2)([O-:7])=[O:6].C(=O)([O-])O.[Na+], predict the reaction product. (2) Given the reactants [N:1]12[CH2:8][CH2:7][C:4]([C:9]([C:17]3[CH:22]=[CH:21][CH:20]=[CH:19][CH:18]=3)([C:11]3[CH:16]=[CH:15][CH:14]=[CH:13][CH:12]=3)[OH:10])([CH2:5][CH2:6]1)[CH2:3][CH2:2]2.[Br:23][CH2:24][C:25]([C:27]1[CH:32]=[CH:31][CH:30]=[CH:29][CH:28]=1)=[O:26], predict the reaction product. The product is: [Br-:23].[OH:10][C:9]([C:17]1[CH:22]=[CH:21][CH:20]=[CH:19][CH:18]=1)([C:11]1[CH:12]=[CH:13][CH:14]=[CH:15][CH:16]=1)[C:4]12[CH2:5][CH2:6][N+:1]([CH2:24][C:25](=[O:26])[C:27]3[CH:32]=[CH:31][CH:30]=[CH:29][CH:28]=3)([CH2:2][CH2:3]1)[CH2:8][CH2:7]2.